Dataset: Forward reaction prediction with 1.9M reactions from USPTO patents (1976-2016). Task: Predict the product of the given reaction. (1) Given the reactants [Li+].CC([N-]C(C)C)C.[Br:9][C:10]1[CH:15]=[CH:14][C:13]([C:16](=O)[CH2:17][C:18](=[O:20])[CH3:19])=[CH:12][CH:11]=1.[C:22](=[S:24])=[S:23].O, predict the reaction product. The product is: [Br:9][C:10]1[CH:15]=[CH:14][C:13]([C:16]2[S:23][C:22]([SH:24])=[CH:19][C:18](=[O:20])[CH:17]=2)=[CH:12][CH:11]=1. (2) Given the reactants [NH2:1][CH2:2][CH2:3][C:4]1[CH:12]=[CH:11][CH:10]=[C:9]2[C:5]=1[CH:6]=[CH:7][NH:8]2.I[CH2:14][CH2:15][CH3:16].C([O-])(O)=O.[Na+].[C:22]1(C)[CH:27]=CC=C[CH:23]=1, predict the reaction product. The product is: [CH2:14]([N:1]([CH2:23][CH2:22][CH3:27])[CH2:2][CH2:3][C:4]1[CH:12]=[CH:11][CH:10]=[C:9]2[C:5]=1[CH:6]=[CH:7][NH:8]2)[CH2:15][CH3:16]. (3) Given the reactants [Li][CH2:2]CCC.[F:6][C:7]([F:31])([F:30])[C:8]([C:10]1[CH:15]=[CH:14][C:13]([N:16]2[CH2:21][CH2:20][N:19]([S:22]([C:25]3[S:26][CH:27]=[CH:28][CH:29]=3)(=[O:24])=[O:23])[CH2:18][CH2:17]2)=[CH:12][CH:11]=1)=O.[Cl-].[NH4+], predict the reaction product. The product is: [S:26]1[CH:27]=[CH:28][CH:29]=[C:25]1[S:22]([N:19]1[CH2:20][CH2:21][N:16]([C:13]2[CH:14]=[CH:15][C:10]([C:8]([C:7]([F:31])([F:30])[F:6])=[CH2:2])=[CH:11][CH:12]=2)[CH2:17][CH2:18]1)(=[O:24])=[O:23]. (4) Given the reactants [OH:1][CH2:2][CH2:3][O:4][C:5]1[CH:6]=[C:7]([N+:16]([O-])=O)[C:8]([CH3:15])=[C:9]([CH:14]=1)[C:10]([O:12][CH3:13])=[O:11].[Cl-].[NH4+], predict the reaction product. The product is: [NH2:16][C:7]1[C:8]([CH3:15])=[C:9]([CH:14]=[C:5]([O:4][CH2:3][CH2:2][OH:1])[CH:6]=1)[C:10]([O:12][CH3:13])=[O:11]. (5) Given the reactants [CH3:1][S:2]([NH:5][C:6]1[CH:7]=[C:8]2[C:12](=[CH:13][CH:14]=1)[N:11]([CH2:15][C:16]([O:18][CH3:19])=[O:17])[CH:10]=[CH:9]2)(=[O:4])=[O:3].[C:20](O[C:20]([O:22][C:23]([CH3:26])([CH3:25])[CH3:24])=[O:21])([O:22][C:23]([CH3:26])([CH3:25])[CH3:24])=[O:21], predict the reaction product. The product is: [C:23]([O:22][C:20]([N:5]([C:6]1[CH:7]=[C:8]2[C:12](=[CH:13][CH:14]=1)[N:11]([CH2:15][C:16]([O:18][CH3:19])=[O:17])[CH:10]=[CH:9]2)[S:2]([CH3:1])(=[O:3])=[O:4])=[O:21])([CH3:26])([CH3:25])[CH3:24]. (6) The product is: [C:1]([C:5]1[CH:9]=[C:8]([NH:10][C:11]([C@@H:13]2[CH2:18][CH2:17][CH2:16][CH2:15][N:14]2[CH2:30][CH:29]2[CH2:28][CH2:27][O:26][CH2:25][CH2:24]2)=[O:12])[S:7][N:6]=1)([CH3:4])([CH3:2])[CH3:3]. Given the reactants [C:1]([C:5]1[CH:9]=[C:8]([NH:10][C:11]([C@@H:13]2[CH2:18][CH2:17][CH2:16][CH2:15][NH:14]2)=[O:12])[S:7][N:6]=1)([CH3:4])([CH3:3])[CH3:2].Cl.C(O)(=O)C.[CH2:24]1[CH:29]([CH:30]=O)[CH2:28][CH2:27][O:26][CH2:25]1.C(O[BH-](OC(=O)C)OC(=O)C)(=O)C.[Na+], predict the reaction product. (7) The product is: [Si:19]([O:26][CH2:27][C:28]1[CH:29]=[C:30]2[C:35](=[CH:36][CH:37]=1)[CH:34]=[C:33]([CH2:38][CH2:39][CH2:40][N:4]([CH2:5][CH2:6][CH3:7])[CH2:1][CH2:2][CH3:3])[CH:32]=[CH:31]2)([C:22]([CH3:25])([CH3:24])[CH3:23])([CH3:21])[CH3:20]. Given the reactants [CH2:1]([NH:4][CH2:5][CH2:6][CH3:7])[CH2:2][CH3:3].C([BH3-])#N.[Na+].C(OC)(OC)OC.[Si:19]([O:26][CH2:27][C:28]1[CH:29]=[C:30]2[C:35](=[CH:36][CH:37]=1)[CH:34]=[C:33]([CH2:38][CH2:39][CH:40]=O)[CH:32]=[CH:31]2)([C:22]([CH3:25])([CH3:24])[CH3:23])([CH3:21])[CH3:20], predict the reaction product. (8) Given the reactants [F:1][C:2]([F:17])([F:16])[C:3]1[CH:4]=[N:5][C:6]([C:9]2[CH:14]=[CH:13][NH:12][C:11](=[O:15])[CH:10]=2)=[N:7][CH:8]=1.Br[C:19]1[CH:20]=[CH:21][C:22]2[C:23]3[CH2:32][N:31]([C:33]([O:35][C:36]([CH3:39])([CH3:38])[CH3:37])=[O:34])[CH2:30][CH2:29][C:24]=3[N:25]([CH3:28])[C:26]=2[CH:27]=1, predict the reaction product. The product is: [CH3:28][N:25]1[C:26]2[CH:27]=[C:19]([N:12]3[CH:13]=[CH:14][C:9]([C:6]4[N:7]=[CH:8][C:3]([C:2]([F:1])([F:16])[F:17])=[CH:4][N:5]=4)=[CH:10][C:11]3=[O:15])[CH:20]=[CH:21][C:22]=2[C:23]2[CH2:32][N:31]([C:33]([O:35][C:36]([CH3:39])([CH3:38])[CH3:37])=[O:34])[CH2:30][CH2:29][C:24]1=2. (9) Given the reactants [Br:1][C:2]1[CH:11]=[CH:10][C:9]2[NH:8][C:7](=O)[CH2:6][CH2:5][C:4]=2[C:3]=1[C:13]#[N:14].COC1C=CC(P2(SP(C3C=CC(OC)=CC=3)(=S)S2)=[S:24])=CC=1, predict the reaction product. The product is: [Br:1][C:2]1[CH:11]=[CH:10][C:9]2[NH:8][C:7](=[S:24])[CH2:6][CH2:5][C:4]=2[C:3]=1[C:13]#[N:14]. (10) Given the reactants [NH2:1][C:2]1[CH:7]=[CH:6][C:5]([C:8]2[CH:9]=[C:10]3[C:14](=[CH:15][CH:16]=2)[C:13](=[O:17])[N:12]([C@@H:18]([CH:23]([CH3:25])[CH3:24])[C:19]([O:21][CH3:22])=[O:20])[CH2:11]3)=[CH:4][CH:3]=1.[CH3:26][O:27][C:28]1[CH:36]=[CH:35][C:31]([C:32](Br)=[O:33])=[CH:30][CH:29]=1, predict the reaction product. The product is: [CH3:26][O:27][C:28]1[CH:36]=[CH:35][C:31]([C:32]([NH:1][C:2]2[CH:7]=[CH:6][C:5]([C:8]3[CH:9]=[C:10]4[C:14](=[CH:15][CH:16]=3)[C:13](=[O:17])[N:12]([C@@H:18]([CH:23]([CH3:25])[CH3:24])[C:19]([O:21][CH3:22])=[O:20])[CH2:11]4)=[CH:4][CH:3]=2)=[O:33])=[CH:30][CH:29]=1.